This data is from NCI-60 drug combinations with 297,098 pairs across 59 cell lines. The task is: Regression. Given two drug SMILES strings and cell line genomic features, predict the synergy score measuring deviation from expected non-interaction effect. (1) Drug 1: C1=NC(=NC(=O)N1C2C(C(C(O2)CO)O)O)N. Drug 2: CC1CCC2CC(C(=CC=CC=CC(CC(C(=O)C(C(C(=CC(C(=O)CC(OC(=O)C3CCCCN3C(=O)C(=O)C1(O2)O)C(C)CC4CCC(C(C4)OC)OCCO)C)C)O)OC)C)C)C)OC. Cell line: NCI/ADR-RES. Synergy scores: CSS=3.50, Synergy_ZIP=3.44, Synergy_Bliss=10.1, Synergy_Loewe=0.553, Synergy_HSA=1.11. (2) Drug 1: CN(C)C1=NC(=NC(=N1)N(C)C)N(C)C. Drug 2: C1=NC2=C(N=C(N=C2N1C3C(C(C(O3)CO)O)O)F)N. Cell line: HCT116. Synergy scores: CSS=-3.34, Synergy_ZIP=-3.70, Synergy_Bliss=-12.4, Synergy_Loewe=-21.3, Synergy_HSA=-12.8. (3) Drug 1: CCCCCOC(=O)NC1=NC(=O)N(C=C1F)C2C(C(C(O2)C)O)O. Drug 2: C1C(C(OC1N2C=NC(=NC2=O)N)CO)O. Cell line: HT29. Synergy scores: CSS=14.3, Synergy_ZIP=-4.90, Synergy_Bliss=-1.26, Synergy_Loewe=-0.155, Synergy_HSA=0.372.